The task is: Predict the product of the given reaction.. This data is from Forward reaction prediction with 1.9M reactions from USPTO patents (1976-2016). (1) Given the reactants [F:1][C:2]1[CH:7]=[CH:6][CH:5]=[C:4]([F:8])[C:3]=1[C:9]1[N:18]=[CH:17][C:16]2[C:11](=[C:12]([O:19]C)[CH:13]=[CH:14][CH:15]=2)[N:10]=1.B(Br)(Br)Br, predict the reaction product. The product is: [F:1][C:2]1[CH:7]=[CH:6][CH:5]=[C:4]([F:8])[C:3]=1[C:9]1[N:18]=[CH:17][C:16]2[C:11](=[C:12]([OH:19])[CH:13]=[CH:14][CH:15]=2)[N:10]=1. (2) Given the reactants [CH3:1][C:2]1[N:3]=[C:4]([C:7]2([N:22]([C:26]3[CH:31]=[CH:30][CH:29]=[CH:28][CH:27]=3)[C:23](=[O:25])[CH3:24])[CH2:12][CH2:11][N:10]([CH2:13][C:14](=[O:21])[C:15]3[CH:20]=[CH:19][CH:18]=[CH:17][CH:16]=3)[CH2:9][CH2:8]2)[S:5][CH:6]=1.[C:32]([OH:37])(=[O:36])[C:33]([OH:35])=[O:34], predict the reaction product. The product is: [C:32]([OH:37])(=[O:36])[C:33]([OH:35])=[O:34].[CH3:1][C:2]1[N:3]=[C:4]([C:7]2([N:22]([C:26]3[CH:31]=[CH:30][CH:29]=[CH:28][CH:27]=3)[C:23](=[O:25])[CH3:24])[CH2:12][CH2:11][N:10]([CH2:13][C:14](=[O:21])[C:15]3[CH:20]=[CH:19][CH:18]=[CH:17][CH:16]=3)[CH2:9][CH2:8]2)[S:5][CH:6]=1. (3) Given the reactants P([O-])([O-])([O-])=O.[K+].[K+].[K+].[Na+].[Cl-].O=C[C@@H]([C@H]([C@@H]([C@@H](CO)O)O)O)O.C1C=[N+]([C@@H]2O[C@H](COP(OP(OC[C@H]3O[C@@H](N4C5N=CN=C(N)C=5N=C4)[C@H](OP(O)(O)=O)[C@@H]3O)(O)=O)(O)=O)[C@@H](O)[C@H]2O)C=C(C(N)=O)C=1.[Cl:71][CH2:72][C:73](=[O:80])[CH2:74][C:75]([O:77][CH2:78][CH3:79])=[O:76].C([O-])([O-])=O.[Na+].[Na+], predict the reaction product. The product is: [Cl:71][CH2:72][C@@H:73]([OH:80])[CH2:74][C:75]([O:77][CH2:78][CH3:79])=[O:76]. (4) Given the reactants CS(Cl)(=O)=O.[Br:6][C:7]1[CH:11]=[C:10]([C:12]([OH:14])=O)[N:9]([C:15]2[C:20]([Cl:21])=[CH:19][CH:18]=[CH:17][N:16]=2)[N:8]=1.C(N(CC)CC)C.[NH2:29][C:30]1[C:38]([CH3:39])=[CH:37][C:36]([I:40])=[CH:35][C:31]=1[C:32](O)=[O:33], predict the reaction product. The product is: [Br:6][C:7]1[CH:11]=[C:10]([C:12]2[O:14][C:32](=[O:33])[C:31]3[CH:35]=[C:36]([I:40])[CH:37]=[C:38]([CH3:39])[C:30]=3[N:29]=2)[N:9]([C:15]2[C:20]([Cl:21])=[CH:19][CH:18]=[CH:17][N:16]=2)[N:8]=1. (5) Given the reactants [OH:1][C:2]1[CH:11]=[C:10]2[C:5]([C:6](=O)[CH:7]=[CH:8][O:9]2)=[CH:4][CH:3]=1.[H][H], predict the reaction product. The product is: [OH:1][C:2]1[CH:11]=[C:10]2[C:5]([CH2:6][CH2:7][CH2:8][O:9]2)=[CH:4][CH:3]=1. (6) Given the reactants Cl[C:2]1[C:11]2=[N:12][N:13](CC3C=CC(OC)=CC=3)[CH:14]=[C:10]2[C:9]2[CH:8]=[C:7]([O:24][CH3:25])[CH:6]=[CH:5][C:4]=2[N:3]=1.[CH2:26]([N:30]1[CH2:35][CH2:34][N:33]([C:36]2[CH:42]=[CH:41][C:39]([NH2:40])=[CH:38][CH:37]=2)[CH2:32][CH2:31]1)[CH:27]([CH3:29])[CH3:28].Cl, predict the reaction product. The product is: [CH2:26]([N:30]1[CH2:35][CH2:34][N:33]([C:36]2[CH:37]=[CH:38][C:39]([NH:40][C:2]3[C:11]4=[N:12][NH:13][CH:14]=[C:10]4[C:9]4[CH:8]=[C:7]([O:24][CH3:25])[CH:6]=[CH:5][C:4]=4[N:3]=3)=[CH:41][CH:42]=2)[CH2:32][CH2:31]1)[CH:27]([CH3:29])[CH3:28]. (7) Given the reactants [Cl:1][C:2]1[CH:7]=[C:6]([NH:8][CH2:9][CH:10]([N:12]2[CH2:17][CH2:16][O:15][CH2:14][CH2:13]2)[CH3:11])[N:5]2[N:18]=[CH:19][CH:20]=[C:4]2[N:3]=1.C(N(CC)CC)C.CN(C1C=CC=CN=1)C.[C:37]([O:41][C:42](O[C:42]([O:41][C:37]([CH3:40])([CH3:39])[CH3:38])=[O:43])=[O:43])([CH3:40])([CH3:39])[CH3:38], predict the reaction product. The product is: [Cl:1][C:2]1[CH:7]=[C:6]([N:8]([CH2:9][CH:10]([N:12]2[CH2:13][CH2:14][O:15][CH2:16][CH2:17]2)[CH3:11])[C:42](=[O:43])[O:41][C:37]([CH3:40])([CH3:39])[CH3:38])[N:5]2[N:18]=[CH:19][CH:20]=[C:4]2[N:3]=1.